This data is from Forward reaction prediction with 1.9M reactions from USPTO patents (1976-2016). The task is: Predict the product of the given reaction. (1) Given the reactants O.[OH-].[Na+].C([O:6][C:7]([C:9]1[CH:10]=[N:11][N:12]([C:15]2[C:20]([Cl:21])=[CH:19][C:18]([CH3:22])=[CH:17][N:16]=2)[C:13]=1[CH3:14])=[O:8])C.Cl, predict the reaction product. The product is: [Cl:21][C:20]1[C:15]([N:12]2[C:13]([CH3:14])=[C:9]([C:7]([OH:8])=[O:6])[CH:10]=[N:11]2)=[N:16][CH:17]=[C:18]([CH3:22])[CH:19]=1. (2) Given the reactants [CH3:1][NH:2][C:3]1[C:8](C(OC)=O)=[CH:7][CH:6]=[CH:5][CH:4]=1.[O:13]([C:15]#[N:16])[K].[C:17]([OH:20])(=O)C, predict the reaction product. The product is: [CH3:1][N:2]1[C:3]2[C:4](=[CH:5][CH:6]=[CH:7][CH:8]=2)[C:15](=[O:13])[NH:16][C:17]1=[O:20]. (3) The product is: [NH2:8][C:6]1[CH:5]=[CH:4][C:3]([C:11]2[C:26](=[O:27])[N:25]([O:28][CH3:29])[C:14]3[N:15]=[C:16]([NH:19][CH2:20][CH2:21][N:22]([CH3:24])[CH3:23])[N:17]=[CH:18][C:13]=3[CH:12]=2)=[C:2]([Cl:1])[CH:7]=1. Given the reactants [Cl:1][C:2]1[CH:7]=[C:6]([N+:8]([O-])=O)[CH:5]=[CH:4][C:3]=1[C:11]1[C:26](=[O:27])[N:25]([O:28][CH3:29])[C:14]2[N:15]=[C:16]([NH:19][CH2:20][CH2:21][N:22]([CH3:24])[CH3:23])[N:17]=[CH:18][C:13]=2[CH:12]=1, predict the reaction product. (4) Given the reactants Cl[C:2]1[N:7]=[C:6]([NH2:8])[N:5]=[C:4]([NH:9][CH2:10][CH2:11][C:12]2[CH:17]=[CH:16][C:15]([S:18]([CH3:21])(=[O:20])=[O:19])=[CH:14][CH:13]=2)[CH:3]=1.[Cl:22][C:23]1[C:24]([CH3:33])=[C:25](B(O)O)[CH:26]=[CH:27][C:28]=1[Cl:29], predict the reaction product. The product is: [Cl:22][C:23]1[C:24]([CH3:33])=[C:25]([C:2]2[N:7]=[C:6]([NH2:8])[N:5]=[C:4]([NH:9][CH2:10][CH2:11][C:12]3[CH:17]=[CH:16][C:15]([S:18]([CH3:21])(=[O:20])=[O:19])=[CH:14][CH:13]=3)[CH:3]=2)[CH:26]=[CH:27][C:28]=1[Cl:29]. (5) The product is: [CH2:47]([O:46][C:44](=[O:45])[CH2:43][N:33]1[C:34]([CH3:42])=[C:35]([CH2:36][C:37]([OH:39])=[O:38])[C:31]([CH3:30])=[N:32]1)[CH3:48]. Given the reactants C(C(C(=O)C)CC(OC(C)(C)C)=O)(=O)C.Cl.N(CC(OCC)=O)N.C([O-])(=O)C.[Na+].[CH3:30][C:31]1[C:35]([CH2:36][C:37]([O:39]CC)=[O:38])=[C:34]([CH3:42])[N:33]([CH2:43][C:44]([O:46][C:47](C)(C)[CH3:48])=[O:45])[N:32]=1.FC(F)(F)C(O)=O.C(=O)([O-])O.[Na+], predict the reaction product. (6) Given the reactants NC1C=C(C2OCCO2)C(C)=CC=1C(OCC)=O.[CH2:19]([O:21][C:22](=[O:37])[C:23]1[CH:28]=[C:27]([C:29](F)(F)F)[C:26]([CH:33]=[O:34])=[C:25]([Cl:35])[C:24]=1[NH2:36])[CH3:20], predict the reaction product. The product is: [NH2:36][C:24]1[C:25]([Cl:35])=[C:26]([CH:33]=[O:34])[C:27]([CH3:29])=[CH:28][C:23]=1[C:22]([O:21][CH2:19][CH3:20])=[O:37]. (7) Given the reactants [NH2:1][C:2]1[O:6][N:5]=[C:4]([C:7]2[CH:12]=[CH:11][C:10]([O:13][C:14]([F:17])([F:16])[F:15])=[CH:9][CH:8]=2)[C:3]=1[C:18](O)=[O:19].Cl.C(N=C=NCCCN(C)C)C.[F:33][C:34]1[CH:39]=[CH:38][C:37]([N:40]2[CH2:45][CH2:44][NH:43][CH2:42][CH2:41]2)=[CH:36][CH:35]=1, predict the reaction product. The product is: [NH2:1][C:2]1[O:6][N:5]=[C:4]([C:7]2[CH:8]=[CH:9][C:10]([O:13][C:14]([F:16])([F:15])[F:17])=[CH:11][CH:12]=2)[C:3]=1[C:18]([N:43]1[CH2:42][CH2:41][N:40]([C:37]2[CH:36]=[CH:35][C:34]([F:33])=[CH:39][CH:38]=2)[CH2:45][CH2:44]1)=[O:19].